From a dataset of Forward reaction prediction with 1.9M reactions from USPTO patents (1976-2016). Predict the product of the given reaction. (1) Given the reactants [NH:1]1[C:9]2[C:4](=[CH:5][C:6]([NH:10][C:11]3[CH:20]=[CH:19][C:18]([Cl:21])=[CH:17][C:12]=3[C:13]([O:15][CH3:16])=[O:14])=[CH:7][CH:8]=2)[CH:3]=[CH:2]1.CC(C)([O-])C.[K+].[Br:28][C:29]1[CH:34]=[CH:33][CH:32]=[C:31]([CH2:35]Br)[CH:30]=1.Cl, predict the reaction product. The product is: [Br:28][C:29]1[CH:30]=[C:31]([CH:32]=[CH:33][CH:34]=1)[CH2:35][N:1]1[C:9]2[C:4](=[CH:5][C:6]([NH:10][C:11]3[CH:20]=[CH:19][C:18]([Cl:21])=[CH:17][C:12]=3[C:13]([O:15][CH3:16])=[O:14])=[CH:7][CH:8]=2)[CH:3]=[CH:2]1. (2) The product is: [OH:3][C:4]1[CH:9]=[CH:8][CH:7]=[CH:6][C:5]=1[C:10]1[CH:11]=[CH:12][C:13]([C:16]([N:18]2[C:24]3[CH:25]=[CH:26][CH:27]=[CH:28][C:23]=3[CH2:22][N:21]3[C:29]([C:32]([NH:34][CH2:35][C:36]4[CH:37]=[N:38][CH:39]=[CH:40][CH:41]=4)=[O:33])=[CH:30][CH:31]=[C:20]3[CH2:19]2)=[O:17])=[CH:14][CH:15]=1. Given the reactants C([O:3][C:4]1[CH:9]=[CH:8][CH:7]=[CH:6][C:5]=1[C:10]1[CH:15]=[CH:14][C:13]([C:16]([N:18]2[C:24]3[CH:25]=[CH:26][CH:27]=[CH:28][C:23]=3[CH2:22][N:21]3[C:29]([C:32]([NH:34][CH2:35][C:36]4[CH:37]=[N:38][CH:39]=[CH:40][CH:41]=4)=[O:33])=[CH:30][CH:31]=[C:20]3[CH2:19]2)=[O:17])=[CH:12][CH:11]=1)C.B(Br)(Br)Br, predict the reaction product.